This data is from Full USPTO retrosynthesis dataset with 1.9M reactions from patents (1976-2016). The task is: Predict the reactants needed to synthesize the given product. (1) Given the product [CH:14]1[C:22]2[C:21]3[CH:23]=[CH:24][CH:25]=[CH:26][C:20]=3[O:19][C:18]=2[CH:17]=[CH:16][C:15]=1[CH:11]1[C@@H:10]([NH:12][C:38](=[O:53])[CH3:39])[C:9]2[C:4](=[CH:5][CH:6]=[C:7]([Cl:43])[CH:8]=2)[O:3][CH2:2]1, predict the reactants needed to synthesize it. The reactants are: C[C:2]1(C)[CH2:11][CH:10]([NH2:12])[C:9]2[C:4](=[CH:5][CH:6]=[CH:7][CH:8]=2)[O:3]1.[CH:14]1[C:22]2[C:21]3[CH:23]=[CH:24][CH:25]=[CH:26][C:20]=3[O:19][C:18]=2[C:17](CCC(O)=O)=[CH:16][CH:15]=1.CCN=C=NC[CH2:38][CH2:39]N(C)C.[ClH:43].C1C=CC2N([OH:53])N=NC=2C=1.C(N(CC)CC)C. (2) Given the product [Si:1]([O:8][CH2:9][C@@:10]1([CH3:19])[S:16][CH2:15][CH2:14][N:13]2[C:30]([C:27]3([C:24]4[CH:23]=[CH:22][C:21]([Cl:20])=[CH:26][CH:25]=4)[CH2:29][CH2:28]3)=[N:32][N:33]=[C:12]2[CH2:11]1)([C:4]([CH3:7])([CH3:6])[CH3:5])([CH3:3])[CH3:2], predict the reactants needed to synthesize it. The reactants are: [Si:1]([O:8][CH2:9][C@@:10]1([CH3:19])[S:16][CH2:15][CH2:14][N:13]=[C:12](SC)[CH2:11]1)([C:4]([CH3:7])([CH3:6])[CH3:5])([CH3:3])[CH3:2].[Cl:20][C:21]1[CH:26]=[CH:25][C:24]([C:27]2([C:30]([NH:32][NH2:33])=O)[CH2:29][CH2:28]2)=[CH:23][CH:22]=1. (3) Given the product [CH3:1][C:2]1[N:3]([CH2:7][CH2:8][NH:9][C:25]([C:21]2[CH:22]=[CH:23][CH:24]=[C:18]3[O:17][C:16]([C:10]4[CH:15]=[CH:14][CH:13]=[CH:12][CH:11]=4)=[N:20][C:19]=23)=[O:26])[CH:4]=[CH:5][N:6]=1, predict the reactants needed to synthesize it. The reactants are: [CH3:1][C:2]1[N:3]([CH2:7][CH2:8][NH2:9])[CH:4]=[CH:5][N:6]=1.[C:10]1([C:16]2[O:17][C:18]3[C:19](=[C:21]([C:25](O)=[O:26])[CH:22]=[CH:23][CH:24]=3)[N:20]=2)[CH:15]=[CH:14][CH:13]=[CH:12][CH:11]=1. (4) Given the product [I-:2].[C:3]1([N+:9]2[N:10]=[CH:11][N:12]([CH3:1])[CH:13]=2)[CH:4]=[CH:5][CH:6]=[CH:7][CH:8]=1, predict the reactants needed to synthesize it. The reactants are: [CH3:1][I:2].[C:3]1([N:9]2[CH:13]=[N:12][CH:11]=[N:10]2)[CH:8]=[CH:7][CH:6]=[CH:5][CH:4]=1. (5) Given the product [NH2:7][C:8]1[S:9][C:10]([C:34]2[CH:35]=[N:36][CH:37]=[CH:38][CH:39]=2)=[CH:11][C:12]=1[C:13]([N:15]1[CH2:16][CH2:17][CH:18]([N:21]2[CH2:33][CH2:32][CH2:31][C:23]3([C:27](=[O:28])[O:26][C:25]([CH3:30])([CH3:29])[CH2:24]3)[CH2:22]2)[CH2:19][CH2:20]1)=[O:14], predict the reactants needed to synthesize it. The reactants are: C(OC(=O)[NH:7][C:8]1[S:9][C:10]([C:34]2[CH:35]=[N:36][CH:37]=[CH:38][CH:39]=2)=[CH:11][C:12]=1[C:13]([N:15]1[CH2:20][CH2:19][CH:18]([N:21]2[CH2:33][CH2:32][CH2:31][C:23]3([C:27](=[O:28])[O:26][C:25]([CH3:30])([CH3:29])[CH2:24]3)[CH2:22]2)[CH2:17][CH2:16]1)=[O:14])(C)(C)C.C(=O)([O-])O.[Na+]. (6) Given the product [ClH:36].[Cl:36][C:28]1[CH:29]=[N:30][C:31]2[CH:32]=[CH:33][C:34](=[O:35])[N:25]3[CH2:24][CH:23]([CH2:22][N:19]4[CH2:18][CH2:17][CH:16]([NH:15][C:12]([C:10]5[CH:9]=[CH:8][C:5]6[S:6][CH2:7][C:2](=[O:1])[NH:3][C:4]=6[N:11]=5)=[O:14])[CH2:21][CH2:20]4)[C:27]=1[C:26]=23, predict the reactants needed to synthesize it. The reactants are: [O:1]=[C:2]1[CH2:7][S:6][C:5]2[CH:8]=[CH:9][C:10]([C:12]([OH:14])=O)=[N:11][C:4]=2[NH:3]1.[NH2:15][CH:16]1[CH2:21][CH2:20][N:19]([CH2:22][CH:23]2[C:27]3=[C:28]([Cl:36])[CH:29]=[N:30][C:31]4[CH:32]=[CH:33][C:34](=[O:35])[N:25]([C:26]=43)[CH2:24]2)[CH2:18][CH2:17]1.C(N(CC)CC)C.CN(C(ON1N=NC2C=CC=NC1=2)=[N+](C)C)C.F[P-](F)(F)(F)(F)F. (7) Given the product [CH3:11][O:12][C:13]([C:15]1[S:16][C:17]([CH3:21])=[C:18]([NH:20][C:9]([NH:8][CH2:1][C:2]2[CH:7]=[CH:6][CH:5]=[CH:4][CH:3]=2)=[O:10])[CH:19]=1)=[O:14], predict the reactants needed to synthesize it. The reactants are: [CH2:1]([N:8]=[C:9]=[O:10])[C:2]1[CH:7]=[CH:6][CH:5]=[CH:4][CH:3]=1.[CH3:11][O:12][C:13]([C:15]1[S:16][C:17]([CH3:21])=[C:18]([NH2:20])[CH:19]=1)=[O:14].